Dataset: NCI-60 drug combinations with 297,098 pairs across 59 cell lines. Task: Regression. Given two drug SMILES strings and cell line genomic features, predict the synergy score measuring deviation from expected non-interaction effect. (1) Drug 1: C1=CC=C(C=C1)NC(=O)CCCCCCC(=O)NO. Drug 2: CCN(CC)CCNC(=O)C1=C(NC(=C1C)C=C2C3=C(C=CC(=C3)F)NC2=O)C. Cell line: CCRF-CEM. Synergy scores: CSS=22.8, Synergy_ZIP=1.25, Synergy_Bliss=-1.00, Synergy_Loewe=-16.0, Synergy_HSA=-10.1. (2) Drug 1: CCC(=C(C1=CC=CC=C1)C2=CC=C(C=C2)OCCN(C)C)C3=CC=CC=C3.C(C(=O)O)C(CC(=O)O)(C(=O)O)O. Drug 2: C1=NC2=C(N1)C(=S)N=CN2. Cell line: HCC-2998. Synergy scores: CSS=18.2, Synergy_ZIP=-6.56, Synergy_Bliss=-0.0907, Synergy_Loewe=-24.1, Synergy_HSA=-2.05. (3) Drug 1: CN(C)C1=NC(=NC(=N1)N(C)C)N(C)C. Drug 2: C1=NC2=C(N1)C(=S)N=CN2. Cell line: K-562. Synergy scores: CSS=35.5, Synergy_ZIP=-3.13, Synergy_Bliss=-8.37, Synergy_Loewe=-68.5, Synergy_HSA=-11.1. (4) Drug 1: CC12CCC(CC1=CCC3C2CCC4(C3CC=C4C5=CN=CC=C5)C)O. Drug 2: CC12CCC3C(C1CCC2OP(=O)(O)O)CCC4=C3C=CC(=C4)OC(=O)N(CCCl)CCCl.[Na+]. Cell line: MCF7. Synergy scores: CSS=-3.86, Synergy_ZIP=0.337, Synergy_Bliss=1.13, Synergy_Loewe=-15.8, Synergy_HSA=-9.31. (5) Drug 1: CS(=O)(=O)CCNCC1=CC=C(O1)C2=CC3=C(C=C2)N=CN=C3NC4=CC(=C(C=C4)OCC5=CC(=CC=C5)F)Cl. Drug 2: CCCCC(=O)OCC(=O)C1(CC(C2=C(C1)C(=C3C(=C2O)C(=O)C4=C(C3=O)C=CC=C4OC)O)OC5CC(C(C(O5)C)O)NC(=O)C(F)(F)F)O. Cell line: HCT116. Synergy scores: CSS=48.9, Synergy_ZIP=1.49, Synergy_Bliss=-0.847, Synergy_Loewe=-17.8, Synergy_HSA=-3.87. (6) Drug 1: C1CN1C2=NC(=NC(=N2)N3CC3)N4CC4. Drug 2: C1=NNC2=C1C(=O)NC=N2. Cell line: T-47D. Synergy scores: CSS=32.5, Synergy_ZIP=-4.78, Synergy_Bliss=-0.0921, Synergy_Loewe=-20.4, Synergy_HSA=0.355.